This data is from TCR-epitope binding with 47,182 pairs between 192 epitopes and 23,139 TCRs. The task is: Binary Classification. Given a T-cell receptor sequence (or CDR3 region) and an epitope sequence, predict whether binding occurs between them. (1) The epitope is LLWNGPMAV. The TCR CDR3 sequence is CAWSVLGGAVETQYF. Result: 0 (the TCR does not bind to the epitope). (2) Result: 0 (the TCR does not bind to the epitope). The epitope is PROT_97E67BCC. The TCR CDR3 sequence is CASSLGTGNLYEQYF. (3) The epitope is PKYVKQNTLKLAT. The TCR CDR3 sequence is CASSLGGRPEAFF. Result: 1 (the TCR binds to the epitope). (4) The epitope is ITEEVGHTDLMAAY. The TCR CDR3 sequence is CASSLGMNTEAFF. Result: 1 (the TCR binds to the epitope). (5) The epitope is RPPIFIRRL. The TCR CDR3 sequence is CASSLGQLREAFF. Result: 0 (the TCR does not bind to the epitope). (6) The epitope is LEPLVDLPI. The TCR CDR3 sequence is CASSLSASEYPYPGNEQFF. Result: 1 (the TCR binds to the epitope).